Dataset: Forward reaction prediction with 1.9M reactions from USPTO patents (1976-2016). Task: Predict the product of the given reaction. (1) Given the reactants Br[CH:2]([CH:13]([CH3:15])[CH3:14])[CH2:3][N-:4][C:5]1[CH:10]=[CH:9][C:8]([CH3:11])=[CH:7][C:6]=1[OH:12].C(=O)([O-])[O-:17].[K+].[K+].O.Cl, predict the reaction product. The product is: [CH:13]([CH:2]1[C:3](=[O:17])[NH:4][C:5]2[CH:10]=[CH:9][C:8]([CH3:11])=[CH:7][C:6]=2[O:12]1)([CH3:15])[CH3:14]. (2) Given the reactants Cl[C:2]1[C:3]2[S:10][CH:9]=[C:8]([C:11]([NH:13][C:14]3[C:19]([F:20])=[C:18]([O:21][CH3:22])[CH:17]=[C:16]([O:23][CH3:24])[C:15]=3[F:25])=[O:12])[C:4]=2[N:5]=[CH:6][N:7]=1.C(O)(C)C.[NH3:30], predict the reaction product. The product is: [NH2:30][C:2]1[C:3]2[S:10][CH:9]=[C:8]([C:11]([NH:13][C:14]3[C:19]([F:20])=[C:18]([O:21][CH3:22])[CH:17]=[C:16]([O:23][CH3:24])[C:15]=3[F:25])=[O:12])[C:4]=2[N:5]=[CH:6][N:7]=1. (3) The product is: [CH3:14][N:10]1[CH2:9][CH2:8][C:7]([B:17]2[O:21][C:20]([CH3:23])([CH3:22])[C:19]([CH3:25])([CH3:24])[O:18]2)=[CH:12][C:11]1=[O:13]. Given the reactants FC(F)(F)S(O[C:7]1[CH2:8][CH2:9][N:10]([CH3:14])[C:11](=[O:13])[CH:12]=1)(=O)=O.[B:17]1([B:17]2[O:21][C:20]([CH3:23])([CH3:22])[C:19]([CH3:25])([CH3:24])[O:18]2)[O:21][C:20]([CH3:23])([CH3:22])[C:19]([CH3:25])([CH3:24])[O:18]1.C([O-])(=O)C.[K+].O1CCOCC1, predict the reaction product.